This data is from Full USPTO retrosynthesis dataset with 1.9M reactions from patents (1976-2016). The task is: Predict the reactants needed to synthesize the given product. Given the product [NH:1]1[CH:5]=[N:4][CH:3]=[N:2]1.[Li+:6].[C:18]([S:15]([N-:14][S:11]([C:7]([F:10])([F:9])[F:8])(=[O:13])=[O:12])(=[O:16])=[O:17])([F:20])([F:19])[F:21], predict the reactants needed to synthesize it. The reactants are: [NH:1]1[CH:5]=[N:4][CH:3]=[N:2]1.[Li+:6].[C:7]([S:11]([N-:14][S:15]([C:18]([F:21])([F:20])[F:19])(=[O:17])=[O:16])(=[O:13])=[O:12])([F:10])([F:9])[F:8].